From a dataset of Forward reaction prediction with 1.9M reactions from USPTO patents (1976-2016). Predict the product of the given reaction. (1) Given the reactants [CH:1]1([CH2:6][C@@H:7]2[CH2:10][N:9]([O:11][CH2:12][C:13]3C=C[CH:16]=[CH:15][CH:14]=3)[C:8]2=[O:19])[CH2:5][CH2:4][CH2:3][CH2:2]1.[O:20]1C=CCCC1.C1(C)C=CC(S([O-])(=O)=O)=CC=1.[NH+]1C=CC=CC=1, predict the reaction product. The product is: [CH:1]1([CH2:6][C@@H:7]2[CH2:10][N:9]([O:11][CH:12]3[CH2:13][CH2:14][CH2:15][CH2:16][O:20]3)[C:8]2=[O:19])[CH2:5][CH2:4][CH2:3][CH2:2]1. (2) Given the reactants [O:1]1[C:5]2[CH:6]=[CH:7][C:8]([C:10]3([CH2:15][NH2:16])[CH2:14][CH2:13][CH2:12][CH2:11]3)=[CH:9][C:4]=2[O:3][CH2:2]1.[O:17]1[C:21]2[CH:22]=[CH:23][CH:24]=[CH:25][C:20]=2[CH:19]=[C:18]1[C:26](Cl)=[O:27].C(N(CC)CC)C, predict the reaction product. The product is: [O:1]1[C:5]2[CH:6]=[CH:7][C:8]([C:10]3([CH2:15][NH:16][C:26]([C:18]4[O:17][C:21]5[CH:22]=[CH:23][CH:24]=[CH:25][C:20]=5[CH:19]=4)=[O:27])[CH2:14][CH2:13][CH2:12][CH2:11]3)=[CH:9][C:4]=2[O:3][CH2:2]1. (3) The product is: [ClH:73].[ClH:73].[NH2:8][C@H:9]1[CH2:10][CH2:11][C@H:12]([N:15]([C:19]2[CH:24]=[C:23]([CH2:25][CH2:26][CH2:27][C:28]([NH:30][C@H:31]3[CH2:34][C@H:33]([CH2:35][NH:36][CH2:37][C@H:38]([OH:51])[C:39]4[CH:48]=[CH:47][C:46]([OH:49])=[C:45]5[C:40]=4[CH:41]=[CH:42][C:43](=[O:50])[NH:44]5)[CH2:32]3)=[O:29])[CH:22]=[CH:21][C:20]=2[C:59]2[CH:60]=[CH:61][CH:62]=[CH:63][CH:64]=2)[C:16](=[O:17])[OH:18])[CH2:13][CH2:14]1. Given the reactants C(OC([NH:8][C@H:9]1[CH2:14][CH2:13][C@H:12]([N:15]([C:19]2[CH:24]=[C:23]([CH2:25][CH2:26][CH2:27][C:28]([NH:30][C@H:31]3[CH2:34][C@H:33]([CH2:35][NH:36][CH2:37][C@H:38]([O:51][Si](C(C)(C)C)(C)C)[C:39]4[CH:48]=[CH:47][C:46]([OH:49])=[C:45]5[C:40]=4[CH:41]=[CH:42][C:43](=[O:50])[NH:44]5)[CH2:32]3)=[O:29])[CH:22]=[CH:21][C:20]=2[C:59]2[CH:64]=[CH:63][CH:62]=[CH:61][CH:60]=2)[C:16](=[O:18])[O-:17])[CH2:11][CH2:10]1)=O)(C)(C)C.C(#N)C.C(OCC)C.[ClH:73], predict the reaction product.